From a dataset of Full USPTO retrosynthesis dataset with 1.9M reactions from patents (1976-2016). Predict the reactants needed to synthesize the given product. Given the product [SH:15][C:14]1[NH:1][C:2]2[C:3](=[O:9])[NH:4][CH:5]=[CH:6][C:7]=2[N:8]=1, predict the reactants needed to synthesize it. The reactants are: [NH2:1][C:2]1[C:3]([OH:9])=[N:4][CH:5]=[CH:6][C:7]=1[NH2:8].[K].CCO[C:14](S)=[S:15].C(OCC)C.